Predict the reaction yield, written as a fraction of the theoretical maximum amount of product (1.0 means a 100% yield; for example, 0.34 means a 34% yield). From a dataset of Reaction yield outcomes from USPTO patents with 853,638 reactions. (1) The reactants are [Cl:1][C:2]1[CH:7]=[CH:6][C:5]([C:8]([CH3:20])([CH3:19])[CH2:9][C@@:10]([C:15]([F:18])([F:17])[F:16])([OH:14])[CH2:11][CH2:12][OH:13])=[C:4]([S:21]([CH3:24])(=[O:23])=[O:22])[CH:3]=1.CC(OI1(OC(C)=O)(OC(C)=O)OC(=O)C2C=CC=CC1=2)=O. The catalyst is C(Cl)Cl. The product is [Cl:1][C:2]1[CH:7]=[CH:6][C:5]([C:8]([CH3:20])([CH3:19])[CH2:9][C@:10]([OH:14])([C:15]([F:17])([F:16])[F:18])[CH2:11][CH:12]=[O:13])=[C:4]([S:21]([CH3:24])(=[O:22])=[O:23])[CH:3]=1. The yield is 0.870. (2) The yield is 0.520. The reactants are [CH:1]([C:3]1[CH:4]=[C:5]([CH:9]=[CH:10][CH:11]=1)[C:6]([NH2:8])=[O:7])=O.[CH3:12][O:13][C:14]1[CH:15]=[C:16]([C:24]2[CH:25]=[C:26]3[CH2:32][C:31](=[O:33])[N:30](COCC[Si](C)(C)C)[C:27]3=[N:28][CH:29]=2)[CH:17]=[C:18]([O:22][CH3:23])[C:19]=1[O:20][CH3:21]. No catalyst specified. The product is [O:33]=[C:31]1[NH:30][C:27]2=[N:28][CH:29]=[C:24]([C:16]3[CH:17]=[C:18]([O:22][CH3:23])[C:19]([O:20][CH3:21])=[C:14]([O:13][CH3:12])[CH:15]=3)[CH:25]=[C:26]2[C:32]1=[CH:1][C:3]1[CH:4]=[C:5]([CH:9]=[CH:10][CH:11]=1)[C:6]([NH2:8])=[O:7].